Dataset: NCI-60 drug combinations with 297,098 pairs across 59 cell lines. Task: Regression. Given two drug SMILES strings and cell line genomic features, predict the synergy score measuring deviation from expected non-interaction effect. Drug 1: C1=CC(=C(C=C1I)F)NC2=C(C=CC(=C2F)F)C(=O)NOCC(CO)O. Drug 2: CNC(=O)C1=NC=CC(=C1)OC2=CC=C(C=C2)NC(=O)NC3=CC(=C(C=C3)Cl)C(F)(F)F. Cell line: OVCAR3. Synergy scores: CSS=44.0, Synergy_ZIP=7.11, Synergy_Bliss=9.53, Synergy_Loewe=2.01, Synergy_HSA=3.01.